Task: Regression. Given two drug SMILES strings and cell line genomic features, predict the synergy score measuring deviation from expected non-interaction effect.. Dataset: NCI-60 drug combinations with 297,098 pairs across 59 cell lines (1) Drug 1: C1CC(C1)(C(=O)O)C(=O)O.[NH2-].[NH2-].[Pt+2]. Drug 2: CN(CCCl)CCCl.Cl. Cell line: KM12. Synergy scores: CSS=24.2, Synergy_ZIP=-5.57, Synergy_Bliss=1.28, Synergy_Loewe=2.29, Synergy_HSA=4.23. (2) Drug 1: CS(=O)(=O)C1=CC(=C(C=C1)C(=O)NC2=CC(=C(C=C2)Cl)C3=CC=CC=N3)Cl. Drug 2: CNC(=O)C1=NC=CC(=C1)OC2=CC=C(C=C2)NC(=O)NC3=CC(=C(C=C3)Cl)C(F)(F)F. Cell line: TK-10. Synergy scores: CSS=15.7, Synergy_ZIP=-8.72, Synergy_Bliss=-7.25, Synergy_Loewe=-7.87, Synergy_HSA=-7.80. (3) Drug 1: CNC(=O)C1=CC=CC=C1SC2=CC3=C(C=C2)C(=NN3)C=CC4=CC=CC=N4. Drug 2: CCC1(C2=C(COC1=O)C(=O)N3CC4=CC5=C(C=CC(=C5CN(C)C)O)N=C4C3=C2)O.Cl. Cell line: NCI-H522. Synergy scores: CSS=29.6, Synergy_ZIP=-8.24, Synergy_Bliss=-1.67, Synergy_Loewe=-19.3, Synergy_HSA=0.451. (4) Drug 1: CC1=C(N=C(N=C1N)C(CC(=O)N)NCC(C(=O)N)N)C(=O)NC(C(C2=CN=CN2)OC3C(C(C(C(O3)CO)O)O)OC4C(C(C(C(O4)CO)O)OC(=O)N)O)C(=O)NC(C)C(C(C)C(=O)NC(C(C)O)C(=O)NCCC5=NC(=CS5)C6=NC(=CS6)C(=O)NCCC[S+](C)C)O. Drug 2: C1CN(P(=O)(OC1)NCCCl)CCCl. Cell line: LOX IMVI. Synergy scores: CSS=42.8, Synergy_ZIP=0.570, Synergy_Bliss=1.36, Synergy_Loewe=-25.9, Synergy_HSA=3.65. (5) Drug 1: CC1C(C(CC(O1)OC2CC(CC3=C2C(=C4C(=C3O)C(=O)C5=C(C4=O)C(=CC=C5)OC)O)(C(=O)CO)O)N)O.Cl. Drug 2: CC(C)NC(=O)C1=CC=C(C=C1)CNNC.Cl. Cell line: M14. Synergy scores: CSS=-0.951, Synergy_ZIP=-0.591, Synergy_Bliss=-2.87, Synergy_Loewe=-4.73, Synergy_HSA=-5.43. (6) Synergy scores: CSS=6.35, Synergy_ZIP=-1.02, Synergy_Bliss=1.31, Synergy_Loewe=-0.0647, Synergy_HSA=2.07. Cell line: MDA-MB-231. Drug 1: CS(=O)(=O)OCCCCOS(=O)(=O)C. Drug 2: CC(C)NC(=O)C1=CC=C(C=C1)CNNC.Cl.